Binary Classification. Given a T-cell receptor sequence (or CDR3 region) and an epitope sequence, predict whether binding occurs between them. From a dataset of TCR-epitope binding with 47,182 pairs between 192 epitopes and 23,139 TCRs. (1) The epitope is TPQDLNTML. The TCR CDR3 sequence is CASSPLAGAQYQETQYF. Result: 0 (the TCR does not bind to the epitope). (2) The epitope is IPIQASLPF. The TCR CDR3 sequence is CSAHNEQFF. Result: 0 (the TCR does not bind to the epitope). (3) Result: 1 (the TCR binds to the epitope). The epitope is FPPTSFGPL. The TCR CDR3 sequence is CASSQARANYGYTF. (4) The epitope is NEGVKAAW. The TCR CDR3 sequence is CASSQARSGLIYEQYF. Result: 0 (the TCR does not bind to the epitope). (5) The epitope is SLFNTVATLY. The TCR CDR3 sequence is CASSLGQTLYYGYTF. Result: 0 (the TCR does not bind to the epitope). (6) The epitope is KLSYGIATV. The TCR CDR3 sequence is CASSLGQFLADTQYF. Result: 1 (the TCR binds to the epitope). (7) The epitope is RQLLFVVEV. The TCR CDR3 sequence is CASSVGQGNQPQHF. Result: 0 (the TCR does not bind to the epitope).